Dataset: Reaction yield outcomes from USPTO patents with 853,638 reactions. Task: Predict the reaction yield, written as a fraction of the theoretical maximum amount of product (1.0 means a 100% yield; for example, 0.34 means a 34% yield). (1) The reactants are Cl.[NH2:2][C@@H:3]1[C:12]([CH3:14])([CH3:13])[C:11]2[CH:10]=[C:9]([C:15]([NH2:17])=[O:16])[CH:8]=[CH:7][C:6]=2[CH2:5][C@H:4]1[O:18][CH3:19].C(N(CC)C(C)C)(C)C.[CH:29]([C@@H:31]1[CH2:35]OC(C)(C)[N:32]1C(OCCCC)=O)=[O:30].C(O[BH-](OC(=O)C)OC(=O)C)(=O)C.[Na+].Cl. The catalyst is ClCCl.CO.CC(O)=O. The product is [NH2:32][C@@H:31]([CH2:29][OH:30])[CH2:35][NH:2][C@@H:3]1[C:12]([CH3:14])([CH3:13])[C:11]2[CH:10]=[C:9]([C:15]([NH2:17])=[O:16])[CH:8]=[CH:7][C:6]=2[CH2:5][C@H:4]1[O:18][CH3:19]. The yield is 0.960. (2) The reactants are [NH2:1][CH2:2][C:3]1([CH2:19][CH3:20])[CH2:18][CH2:17][CH2:16][C:5]2([O:9][C:8](=[O:10])[N:7]([CH2:11][C:12]([CH3:15])([CH3:14])[CH3:13])[CH2:6]2)[CH2:4]1.F[C:22]1[CH:23]=[C:24]([CH:27]=[CH:28][C:29]=1[N+:30]([O-:32])=[O:31])[C:25]#[N:26].C(=O)([O-])[O-].[K+].[K+]. The catalyst is CC#N. The product is [CH2:19]([C:3]1([CH2:2][NH:1][C:28]2[CH:27]=[C:24]([CH:23]=[CH:22][C:29]=2[N+:30]([O-:32])=[O:31])[C:25]#[N:26])[CH2:18][CH2:17][CH2:16][C:5]2([O:9][C:8](=[O:10])[N:7]([CH2:11][C:12]([CH3:14])([CH3:15])[CH3:13])[CH2:6]2)[CH2:4]1)[CH3:20]. The yield is 0.750. (3) The reactants are [CH3:1][S-:2].[Na+].[Cl:4][C:5]1[N:10]=[C:9](Cl)[N:8]=[C:7]([CH3:12])[N:6]=1.C1(C)C=CC=CC=1. The catalyst is O. The product is [Cl:4][C:5]1[N:6]=[C:7]([CH3:12])[N:8]=[C:9]([S:2][CH3:1])[N:10]=1. The yield is 0.780. (4) The reactants are Cl[C:2]1[CH:7]=[C:6]([Cl:8])[N:5]=[N:4][C:3]=1[C:9]([O:11][CH2:12][CH3:13])=[O:10].[CH:14]([C:17]1[CH:18]=[CH:19][C:20]([NH2:25])=[N:21][C:22]=1[O:23][CH3:24])([CH3:16])[CH3:15]. The catalyst is C(#N)C. The product is [Cl:8][C:6]1[N:5]=[N:4][C:3]([C:9]([O:11][CH2:12][CH3:13])=[O:10])=[C:2]([NH:25][C:20]2[CH:19]=[CH:18][C:17]([CH:14]([CH3:16])[CH3:15])=[C:22]([O:23][CH3:24])[N:21]=2)[CH:7]=1. The yield is 0.285. (5) The product is [OH:10][CH:9]([CH:11]1[CH2:12][CH2:13][N:14]([CH2:17][C:18]2[C:19](=[O:24])[NH:20][CH:21]=[CH:22][N:23]=2)[CH2:15][CH2:16]1)[CH2:8][C:3]1[CH:4]=[CH:5][CH:6]=[CH:7][C:2]=1[F:1]. The yield is 0.560. The reactants are [F:1][C:2]1[CH:7]=[CH:6][CH:5]=[CH:4][C:3]=1[CH2:8][C:9]([CH:11]1[CH2:16][CH2:15][N:14]([CH2:17][C:18]2[C:19](=[O:24])[NH:20][CH:21]=[CH:22][N:23]=2)[CH2:13][CH2:12]1)=[O:10].[BH4-].[Na+].O.ClCCl. The catalyst is CO. (6) The reactants are [C:1]([C:3]([C:6]1[CH:7]=[C:8]([CH:22]=[CH:23][CH:24]=1)[C:9]([NH:11][C:12]1[CH:17]=[CH:16][C:15]([CH3:18])=[C:14]([N+:19]([O-])=O)[CH:13]=1)=[O:10])([CH3:5])[CH3:4])#[N:2].CC(O)=O. The catalyst is C1COCC1.[Zn]. The product is [NH2:19][C:14]1[CH:13]=[C:12]([NH:11][C:9](=[O:10])[C:8]2[CH:22]=[CH:23][CH:24]=[C:6]([C:3]([C:1]#[N:2])([CH3:5])[CH3:4])[CH:7]=2)[CH:17]=[CH:16][C:15]=1[CH3:18]. The yield is 1.00. (7) No catalyst specified. The product is [ClH:16].[CH2:1]([NH:5][C:6]1[N:11]=[C:10]([NH:12][CH2:13][C:14]#[CH:15])[N:9]=[C:8]([N:20]([CH3:21])[O:19][CH3:18])[N:7]=1)[CH2:2][CH2:3][CH3:4]. The yield is 0.930. The reactants are [CH2:1]([NH:5][C:6]1[N:11]=[C:10]([NH:12][CH2:13][C:14]#[CH:15])[N:9]=[C:8]([Cl:16])[N:7]=1)[CH2:2][CH2:3][CH3:4].Cl.[CH3:18][O:19][NH:20][CH3:21].CON(C)C1N=C(NCCC)N=C(NCC#C)N=1.